Dataset: Reaction yield outcomes from USPTO patents with 853,638 reactions. Task: Predict the reaction yield, written as a fraction of the theoretical maximum amount of product (1.0 means a 100% yield; for example, 0.34 means a 34% yield). (1) The product is [NH2:1][CH:2]([C:6]1[CH:11]=[CH:10][C:9]([F:12])=[CH:8][CH:7]=1)[C:3]([O:5][CH2:18][CH3:19])=[O:4]. The yield is 0.650. No catalyst specified. The reactants are [NH2:1][CH:2]([C:6]1[CH:11]=[CH:10][C:9]([F:12])=[CH:8][CH:7]=1)[C:3]([OH:5])=[O:4].OS(O)(=O)=O.[CH2:18](O)[CH3:19]. (2) The reactants are C(OC([NH:8][CH:9]([CH3:27])[CH2:10][N:11]1[C:15]([C:16](OCC)=[O:17])=[C:14]([C:21]([O:23][CH2:24][CH3:25])=[O:22])[C:13]([I:26])=[N:12]1)=O)(C)(C)C.Cl. The catalyst is O1CCOCC1. The product is [I:26][C:13]1[C:14]([C:21]([O:23][CH2:24][CH3:25])=[O:22])=[C:15]2[C:16](=[O:17])[NH:8][CH:9]([CH3:27])[CH2:10][N:11]2[N:12]=1. The yield is 0.870. (3) The reactants are C([Li])CCC.Br[C:7]1[S:8][CH:9]=[CH:10][N:11]=1.CON(C)[C:15](=[O:30])[CH2:16][N:17]1[CH2:22][CH2:21][N:20]([C:23]([O:25][C:26]([CH3:29])([CH3:28])[CH3:27])=[O:24])[CH2:19][CH2:18]1.C(OCC)(=O)C. The catalyst is C(OCC)C.O1CCCC1.O. The product is [C:23]([N:20]1[CH2:19][CH2:18][N:17]([CH2:16][C:15](=[O:30])[C:7]2[S:8][CH:9]=[CH:10][N:11]=2)[CH2:22][CH2:21]1)([O:25][C:26]([CH3:29])([CH3:28])[CH3:27])=[O:24]. The yield is 0.680. (4) The reactants are [O:1]1[CH:5]=[CH:4][CH:3]=[C:2]1[CH2:6][CH2:7][C:8]1[CH:13]=[CH:12][C:11]([CH2:14][OH:15])=[CH:10][CH:9]=1. The catalyst is [O-2].[O-2].[Mn+4].C(OCC)(=O)C. The product is [O:1]1[CH:5]=[CH:4][CH:3]=[C:2]1[CH2:6][CH2:7][C:8]1[CH:9]=[CH:10][C:11]([CH:14]=[O:15])=[CH:12][CH:13]=1. The yield is 0.835. (5) The reactants are Cl[C:2]1[C:7]([N+:8]([O-:10])=[O:9])=[CH:6][CH:5]=[CH:4][N:3]=1.[NH2:11][C:12]1[CH:17]=[CH:16][CH:15]=[CH:14][CH:13]=1.C([O-])([O-])=O.[K+].[K+]. The catalyst is O1CCOCC1. The product is [N+:8]([C:7]1[CH:2]=[N:3][CH:4]=[CH:5][C:6]=1[NH:11][C:12]1[CH:17]=[CH:16][CH:15]=[CH:14][CH:13]=1)([O-:10])=[O:9]. The yield is 0.930. (6) The yield is 0.780. The catalyst is O1CCCC1. The product is [CH3:22][C:15]1([CH3:23])[CH:16]=[CH:17][C:18](=[O:19])[N:14]1[C:11]1[S:12][CH:13]=[C:9]([C:6]2[CH:7]=[CH:8][C:3]([C:1]#[N:2])=[CH:4][CH:5]=2)[N:10]=1. The reactants are [C:1]([C:3]1[CH:8]=[CH:7][C:6]([C:9]2[N:10]=[C:11]([NH:14][C:15]([CH3:23])([CH3:22])/[CH:16]=[CH:17]/[C:18](OC)=[O:19])[S:12][CH:13]=2)=[CH:5][CH:4]=1)#[N:2].C[O-].[Na+]. (7) The reactants are [CH3:1][C@H:2]([CH2:9][CH:10]=[O:11])[CH2:3][CH2:4][CH:5]=[C:6]([CH3:8])[CH3:7].C(N([CH2:17][CH3:18])CC)C.C([O:22][CH2:23][CH3:24])(=O)C. The catalyst is C(O)C.[Br-].C([N+]1C(C)=C(CCO)SC=1)C. The product is [OH:11][CH:10]([CH2:9][C@@H:2]([CH3:1])[CH2:3][CH2:4][CH:5]=[C:6]([CH3:7])[CH3:8])[C:23](=[O:22])[CH2:24][C@@H:17]([CH3:18])[CH2:5][CH2:4][CH:3]=[C:2]([CH3:9])[CH3:1]. The yield is 0.750. (8) The reactants are [CH:1]1([NH:8][C:9]2[C:10]3[N:11]([CH:17]=[CH:18][CH:19]=3)[N:12]=[CH:13][C:14]=2[C:15]#[N:16])[CH2:7][CH2:6][CH2:5][CH2:4][CH2:3][CH2:2]1.[OH-:20].[NH4+].OO. The catalyst is C(O)C. The product is [CH:1]1([NH:8][C:9]2[C:10]3[N:11]([CH:17]=[CH:18][CH:19]=3)[N:12]=[CH:13][C:14]=2[C:15]([NH2:16])=[O:20])[CH2:2][CH2:3][CH2:4][CH2:5][CH2:6][CH2:7]1. The yield is 0.546. (9) The reactants are Br[C:2]1[CH:9]=[C:8]([N:10]2[C:18]3[CH2:17][C:16]([CH3:20])([CH3:19])[CH2:15][C:14](=[O:21])[C:13]=3[C:12]([CH2:22][C:23]3[CH:28]=[CH:27][CH:26]=[CH:25][N:24]=3)=[N:11]2)[CH:7]=[CH:6][C:3]=1[C:4]#[N:5].CC([O-])(C)C.[Na+].[NH2:35][CH:36]1[CH2:41][CH2:40][O:39][CH2:38][CH2:37]1. The catalyst is C([O-])(=O)C.[Pd+2].C([O-])(=O)C.C1(P(C2C=CC=CC=2)[C-]2C=CC=C2)C=CC=CC=1.[C-]1(P(C2C=CC=CC=2)C2C=CC=CC=2)C=CC=C1.[Fe+2].C1(C)C=CC=CC=1. The product is [CH3:19][C:16]1([CH3:20])[CH2:17][C:18]2[N:10]([C:8]3[CH:7]=[CH:6][C:3]([C:4]#[N:5])=[C:2]([NH:35][CH:36]4[CH2:41][CH2:40][O:39][CH2:38][CH2:37]4)[CH:9]=3)[N:11]=[C:12]([CH2:22][C:23]3[CH:28]=[CH:27][CH:26]=[CH:25][N:24]=3)[C:13]=2[C:14](=[O:21])[CH2:15]1. The yield is 0.450.